This data is from Reaction yield outcomes from USPTO patents with 853,638 reactions. The task is: Predict the reaction yield, written as a fraction of the theoretical maximum amount of product (1.0 means a 100% yield; for example, 0.34 means a 34% yield). (1) The reactants are [F:1][C:2]1([F:17])[CH2:7][CH2:6][C:5]([C:9]2[CH:10]=[N:11][N:12]([CH2:14][O:15][CH3:16])[CH:13]=2)(O)[CH2:4][CH2:3]1.C1(C)C=CC(S(O)(=O)=O)=CC=1. The catalyst is C1(C)C=CC=CC=1. The product is [F:17][C:2]1([F:1])[CH2:7][CH2:6][C:5]([C:9]2[CH:10]=[N:11][N:12]([CH2:14][O:15][CH3:16])[CH:13]=2)=[CH:4][CH2:3]1. The yield is 0.970. (2) The product is [Cl:1][C:2]1[C:7]([NH:8][CH3:9])=[CH:6][CH:5]=[C:4]([C:16]2[S:17][C:18]3[CH:24]=[C:23]([O:25][CH3:26])[CH:22]=[CH:21][C:19]=3[N:20]=2)[N:3]=1. The yield is 0.760. The catalyst is CN(C=O)C. The reactants are [Cl:1][C:2]1[C:7]([N:8](C)[C:9](=O)C(C)(C)C)=[CH:6][CH:5]=[C:4]([C:16]2[S:17][C:18]3[CH:24]=[C:23]([O:25][CH3:26])[CH:22]=[CH:21][C:19]=3[N:20]=2)[N:3]=1.[F-].[Cs+].[O-]P([O-])([O-])=O.[K+].[K+].[K+]. (3) The reactants are [F:1][C:2]1([F:18])[O:6][C:5]2[CH:7]=[CH:8][CH:9]=[C:10]([C:11]3[CH:16]=[CH:15][NH:14][C:13](=[O:17])[N:12]=3)[C:4]=2[O:3]1.[H-].[Na+].Br[CH2:22][CH2:23][CH2:24][CH2:25][Cl:26].O. The catalyst is CN(C=O)C. The product is [Cl:26][CH2:25][CH2:24][CH2:23][CH2:22][N:14]1[CH:15]=[CH:16][C:11]([C:10]2[C:4]3[O:3][C:2]([F:1])([F:18])[O:6][C:5]=3[CH:7]=[CH:8][CH:9]=2)=[N:12][C:13]1=[O:17]. The yield is 0.390. (4) The product is [CH:16]1([CH:15]2[N:10]([C:9]3[CH:8]=[C:7]([C:26]#[C:27][C:28]([CH3:30])([CH3:31])[CH3:29])[S:6][C:5]=3[C:3]([OH:2])=[O:4])[C:11](=[O:25])[C@H:12]([CH2:22][CH2:23][CH2:24][OH:41])[CH2:13][CH2:14]2)[CH2:17][CH2:18][CH2:19][CH2:20][CH2:21]1. The reactants are C[O:2][C:3]([C:5]1[S:6][C:7]([C:26]#[C:27][C:28]([CH3:31])([CH3:30])[CH3:29])=[CH:8][C:9]=1[N:10]1[CH:15]([CH:16]2[CH2:21][CH2:20][CH2:19][CH2:18][CH2:17]2)[CH2:14][CH2:13][C@@H:12]([CH2:22][CH:23]=[CH2:24])[C:11]1=[O:25])=[O:4].B1C2CCCC1CCC2.[OH-:41].[Na+].OO. The yield is 0.330. The catalyst is C1COCC1.CCO. (5) The reactants are [CH2:1]([O:3][C:4]([C:6]1[N:7]([CH3:14])[CH:8]=[C:9]([N+:11]([O-])=O)[N:10]=1)=[O:5])[CH3:2].N1C=CN=C1.[CH3:20][N:21]1[CH:25]=[C:24]([NH:26][C:27]([O:29][CH2:30][CH2:31][S:32]([C:35]2[CH:40]=[CH:39][C:38]([C:41]([F:44])([F:43])[F:42])=[CH:37][CH:36]=2)(=[O:34])=[O:33])=[O:28])[CH:23]=[C:22]1[C:45](O)=[O:46].C1CN([P+](Br)(N2CCCC2)N2CCCC2)CC1.F[P-](F)(F)(F)(F)F.CCN(C(C)C)C(C)C. The catalyst is CC(=O)OCC.CN(C=O)C.C(Cl)Cl.[Pd]. The product is [CH2:1]([O:3][C:4]([C:6]1[N:7]([CH3:14])[CH:8]=[C:9]([NH:11][C:45]([C:22]2[N:21]([CH3:20])[CH:25]=[C:24]([NH:26][C:27]([O:29][CH2:30][CH2:31][S:32]([C:35]3[CH:40]=[CH:39][C:38]([C:41]([F:44])([F:42])[F:43])=[CH:37][CH:36]=3)(=[O:34])=[O:33])=[O:28])[CH:23]=2)=[O:46])[N:10]=1)=[O:5])[CH3:2]. The yield is 0.751. (6) The reactants are C([N:9]1[CH2:14][CH2:13][C:12]([CH2:16][NH:17][C:18]([O:20][C:21]([CH3:24])([CH3:23])[CH3:22])=[O:19])([F:15])[CH2:11][CH2:10]1)(=O)C1C=CC=CC=1.[OH-].[Na+].O. The catalyst is C(O)C. The product is [C:21]([O:20][C:18]([NH:17][CH2:16][C:12]1([F:15])[CH2:11][CH2:10][NH:9][CH2:14][CH2:13]1)=[O:19])([CH3:24])([CH3:22])[CH3:23]. The yield is 0.580. (7) The reactants are [NH2:1][C:2]1[CH:3]=[C:4]([CH:24]=[CH:25][CH:26]=1)[O:5][C:6]1[CH:7]=[CH:8][C:9]2[N:10]([CH:12]=[C:13]([NH:15][C:16]([CH:18]3[CH2:23][CH2:22][O:21][CH2:20][CH2:19]3)=[O:17])[N:14]=2)[N:11]=1.C(N(CC)CC)C.[CH3:34][N:35]1[C:39]([C:40](Cl)=[O:41])=[CH:38][C:37]([CH3:43])=[N:36]1. The catalyst is O1CCCC1. The product is [CH3:34][N:35]1[C:39]([C:40]([NH:1][C:2]2[CH:26]=[CH:25][CH:24]=[C:4]([O:5][C:6]3[CH:7]=[CH:8][C:9]4[N:10]([CH:12]=[C:13]([NH:15][C:16]([CH:18]5[CH2:19][CH2:20][O:21][CH2:22][CH2:23]5)=[O:17])[N:14]=4)[N:11]=3)[CH:3]=2)=[O:41])=[CH:38][C:37]([CH3:43])=[N:36]1. The yield is 0.270.